From a dataset of Full USPTO retrosynthesis dataset with 1.9M reactions from patents (1976-2016). Predict the reactants needed to synthesize the given product. (1) Given the product [F:35][C:32]1[CH:33]=[CH:34][C:29]([CH:26]2[CH2:27][CH2:28][N:23]([C:21]([O:20][C:16]([CH3:18])([CH3:17])[CH3:19])=[O:22])[CH2:24][CH2:25]2)=[CH:30][C:31]=1[NH:36][C:7](=[O:9])[CH2:6][CH2:5][CH2:4][CH2:3][C:2](=[O:1])[C:10]1[CH:15]=[CH:14][CH:13]=[CH:12][CH:11]=1, predict the reactants needed to synthesize it. The reactants are: [O:1]=[C:2]([C:10]1[CH:15]=[CH:14][CH:13]=[CH:12][CH:11]=1)[CH2:3][CH2:4][CH2:5][CH2:6][C:7]([OH:9])=O.[C:16]([O:20][C:21]([N:23]1[CH2:28][CH2:27][CH:26]([C:29]2[CH:34]=[CH:33][C:32]([F:35])=[C:31]([NH2:36])[CH:30]=2)[CH2:25][CH2:24]1)=[O:22])([CH3:19])([CH3:18])[CH3:17].Cl.CN(C)CCCN=C=NCC.C(Cl)Cl. (2) Given the product [Br:3][C:4]1[S:5][CH:6]=[C:7](/[CH:9]=[CH:19]/[C:20]([O:22][CH2:23][CH3:24])=[O:21])[N:8]=1, predict the reactants needed to synthesize it. The reactants are: [Cl-].[Li+].[Br:3][C:4]1[S:5][CH:6]=[C:7]([CH:9]=O)[N:8]=1.C(OP([CH2:19][C:20]([O:22][CH2:23][CH3:24])=[O:21])(OCC)=O)C.N12CCCN=C1CCCCC2. (3) Given the product [CH3:11][C:12]1[C:26]([O:27][CH3:28])=[CH:25][C:15]2[C:16](=[O:17])[N:18]3[CH2:22][CH2:21][CH2:20][C@H:19]3[C@H:23]([OH:24])[N:29]([C:30]([O:32][CH2:33][C:34]([Cl:37])([Cl:36])[Cl:35])=[O:31])[C:14]=2[C:13]=1[O:38][CH3:39], predict the reactants needed to synthesize it. The reactants are: CS(C)=O.C(Cl)(=O)C(Cl)=O.[CH3:11][C:12]1[C:26]([O:27][CH3:28])=[CH:25][C:15]([C:16]([N:18]2[CH2:22][CH2:21][CH2:20][CH:19]2[CH2:23][OH:24])=[O:17])=[C:14]([NH:29][C:30]([O:32][CH2:33][C:34]([Cl:37])([Cl:36])[Cl:35])=[O:31])[C:13]=1[O:38][CH3:39]. (4) Given the product [Cl:2][C:3]1[CH:8]=[CH:7][C:6]([CH:9]2[CH2:14][CH2:13][CH2:12][N:11]([C:24]([C:23]3[CH:27]=[CH:28][N:29]=[C:21]([NH:20][CH3:19])[CH:22]=3)=[O:25])[CH2:10]2)=[C:5]([C:15]([F:18])([F:16])[F:17])[CH:4]=1, predict the reactants needed to synthesize it. The reactants are: Cl.[Cl:2][C:3]1[CH:8]=[CH:7][C:6]([CH:9]2[CH2:14][CH2:13][CH2:12][NH:11][CH2:10]2)=[C:5]([C:15]([F:18])([F:17])[F:16])[CH:4]=1.[CH3:19][NH:20][C:21]1[CH:22]=[C:23]([CH:27]=[CH:28][N:29]=1)[C:24](O)=[O:25].Cl.CCCP(=O)=O.C(N(CC)CC)C. (5) Given the product [C:1]([NH:5][CH2:6][C:7]1[CH:16]=[CH:15][C:14]2[C:9](=[CH:10][CH:11]=[CH:12][CH:13]=2)[C:8]=1[C:17]1[N:22]=[C:21]([CH2:23][NH:24][C:25]2[C:30]([CH3:31])=[CH:29][C:28]([CH3:32])=[CH:27][C:26]=2[CH3:33])[CH:20]=[CH:19][CH:18]=1)([CH3:4])([CH3:3])[CH3:2], predict the reactants needed to synthesize it. The reactants are: [C:1]([NH:5][CH2:6][C:7]1[CH:16]=[CH:15][C:14]2[C:9](=[CH:10][CH:11]=[CH:12][CH:13]=2)[C:8]=1[C:17]1[N:22]=[C:21]([CH:23]=[N:24][C:25]2[C:30]([CH3:31])=[CH:29][C:28]([CH3:32])=[CH:27][C:26]=2[CH3:33])[CH:20]=[CH:19][CH:18]=1)([CH3:4])([CH3:3])[CH3:2].[BH3-]C#N.[Na+].O. (6) The reactants are: [NH2:1][CH2:2][C:3]1[C:8]([F:9])=[CH:7][C:6]([F:10])=[CH:5][C:4]=1[NH2:11].[C:12]1(=[O:18])[NH:16][C:15](=[O:17])[CH:14]=[CH:13]1. Given the product [NH2:11][C:4]1[CH:5]=[C:6]([F:10])[CH:7]=[C:8]([F:9])[C:3]=1[CH2:2][NH:1][CH:14]1[CH2:13][C:12](=[O:18])[NH:16][C:15]1=[O:17], predict the reactants needed to synthesize it.